From a dataset of Reaction yield outcomes from USPTO patents with 853,638 reactions. Predict the reaction yield, written as a fraction of the theoretical maximum amount of product (1.0 means a 100% yield; for example, 0.34 means a 34% yield). (1) The reactants are [Cl:1][C:2]1[N:7]=[CH:6][N+:5]([O-])=[C:4]2[CH2:9][CH2:10][C@@H:11]([CH3:12])[C:3]=12.[C:13]([O:16]C(=O)C)(=[O:15])[CH3:14]. No catalyst specified. The product is [C:13]([O:16][CH:9]1[C:4]2[N:5]=[CH:6][N:7]=[C:2]([Cl:1])[C:3]=2[C@H:11]([CH3:12])[CH2:10]1)(=[O:15])[CH3:14]. The yield is 0.700. (2) The reactants are [CH2:1]([N:3]([CH2:38][CH3:39])[CH2:4][CH2:5][CH2:6][NH:7][C:8]1[N:9]=[C:10]([C:27]2[CH:28]=[C:29]([CH:33]=[C:34]([F:37])[C:35]=2[CH3:36])[C:30](O)=[O:31])[C:11]2[CH:17]=[CH:16][C:15](=[O:18])[N:14]([C:19]3[C:24]([F:25])=[CH:23][CH:22]=[CH:21][C:20]=3[F:26])[C:12]=2[N:13]=1)[CH3:2].[CH3:40][N:41](C(ON1N=NC2C=CC=CC1=2)=[N+](C)C)C.F[P-](F)(F)(F)(F)F.C(N(CC)CC)C.CN. The catalyst is CN(C=O)C.C1COCC1. The product is [CH2:1]([N:3]([CH2:38][CH3:39])[CH2:4][CH2:5][CH2:6][NH:7][C:8]1[N:9]=[C:10]([C:27]2[CH:28]=[C:29]([CH:33]=[C:34]([F:37])[C:35]=2[CH3:36])[C:30]([NH:41][CH3:40])=[O:31])[C:11]2[CH:17]=[CH:16][C:15](=[O:18])[N:14]([C:19]3[C:20]([F:26])=[CH:21][CH:22]=[CH:23][C:24]=3[F:25])[C:12]=2[N:13]=1)[CH3:2]. The yield is 0.315. (3) The reactants are CN(C)[CH:3]=[C:4]([N:9]=[CH:10]N(C)C)[C:5]([O:7][CH3:8])=[O:6].[CH2:15]([N:17]1[CH:21]=[CH:20][C:19]([CH3:22])=[CH:18]1)[CH3:16]. The catalyst is C(O)(=O)C.C(O)(C(F)(F)F)=O. The product is [CH2:15]([N:17]1[C:21]2[CH:3]=[C:4]([C:5]([O:7][CH3:8])=[O:6])[N:9]=[CH:10][C:20]=2[C:19]([CH3:22])=[CH:18]1)[CH3:16]. The yield is 0.460. (4) The reactants are O=S(Cl)[Cl:3].[NH2:5][C@H:6]([CH2:11][CH3:12])[CH2:7][C:8]([OH:10])=[O:9].[CH3:13]O. No catalyst specified. The product is [ClH:3].[NH2:5][C@H:6]([CH2:11][CH3:12])[CH2:7][C:8]([O:10][CH3:13])=[O:9]. The yield is 0.980. (5) The reactants are C[O:2][CH2:3][C@H:4]([CH3:36])[O:5][C:6]1[CH:7]=[C:8]([C:23]2[NH:27][C:26]([C:28]3[O:29][C@@H:30]([CH3:35])[C@@H:31]([CH2:33][OH:34])[N:32]=3)=[CH:25][CH:24]=2)[CH:9]=[C:10]([O:12][C:13]2[CH:14]=[N:15][C:16]([S:19]([CH3:22])(=[O:21])=[O:20])=[CH:17][CH:18]=2)[CH:11]=1.B(Br)(Br)Br.C(=O)([O-])O.[Na+]. The catalyst is C(Cl)Cl. The product is [OH:34][CH2:33][C@@H:31]1[C@H:30]([CH3:35])[O:29][C:28]([C:26]2[NH:27][C:23]([C:8]3[CH:7]=[C:6]([CH:11]=[C:10]([O:12][C:13]4[CH:14]=[N:15][C:16]([S:19]([CH3:22])(=[O:21])=[O:20])=[CH:17][CH:18]=4)[CH:9]=3)[O:5][C@@H:4]([CH3:36])[CH2:3][OH:2])=[CH:24][CH:25]=2)=[N:32]1. The yield is 0.820. (6) The reactants are I/[CH:2]=[CH:3]/[C:4]1([OH:19])[C:15]([CH3:17])([CH3:16])[CH2:14][C:7]2([O:11][CH:10]([CH3:12])[CH:9]([CH3:13])[O:8]2)[CH:6]=[C:5]1[CH3:18].[CH3:20][C:21]1[CH:26]=[CH:25][CH:24]=[CH:23][C:22]=1B(O)O.C(=O)([O-])O.[Na+].O. The catalyst is O1CCOCC1.C1C=CC([P]([Pd]([P](C2C=CC=CC=2)(C2C=CC=CC=2)C2C=CC=CC=2)([P](C2C=CC=CC=2)(C2C=CC=CC=2)C2C=CC=CC=2)[P](C2C=CC=CC=2)(C2C=CC=CC=2)C2C=CC=CC=2)(C2C=CC=CC=2)C2C=CC=CC=2)=CC=1.C(OCC)(=O)C. The product is [CH3:13][CH:9]1[CH:10]([CH3:12])[O:11][C:7]2([CH2:14][C:15]([CH3:17])([CH3:16])[C:4](/[CH:3]=[CH:2]/[C:22]3[CH:23]=[CH:24][CH:25]=[CH:26][C:21]=3[CH3:20])([OH:19])[C:5]([CH3:18])=[CH:6]2)[O:8]1. The yield is 0.420. (7) The reactants are [F:1][C:2]1[C:7](=[O:8])[N:6]([CH3:9])[C:5]([NH:10][C:11]2[CH:16]=[CH:15][C:14]([S:17][CH3:18])=[CH:13][C:12]=2[F:19])=[C:4]([C:20]([NH:22][O:23][CH2:24][CH2:25][O:26]C=C)=[O:21])[CH:3]=1.Cl.[OH-].[Na+]. The catalyst is CCO.CCOC(C)=O.O. The product is [F:1][C:2]1[C:7](=[O:8])[N:6]([CH3:9])[C:5]([NH:10][C:11]2[CH:16]=[CH:15][C:14]([S:17][CH3:18])=[CH:13][C:12]=2[F:19])=[C:4]([C:20]([NH:22][O:23][CH2:24][CH2:25][OH:26])=[O:21])[CH:3]=1. The yield is 0.700. (8) The reactants are [C:1]([O:5][C:6]([NH:8][CH2:9][C:10]1[CH:18]=[CH:17][C:13]([C:14]([OH:16])=[O:15])=[C:12]([N+:19]([O-])=O)[CH:11]=1)=[O:7])([CH3:4])([CH3:3])[CH3:2]. The catalyst is CO.CCOCC.[Pd]. The product is [NH2:19][C:12]1[CH:11]=[C:10]([CH2:9][NH:8][C:6]([O:5][C:1]([CH3:4])([CH3:3])[CH3:2])=[O:7])[CH:18]=[CH:17][C:13]=1[C:14]([OH:16])=[O:15]. The yield is 0.840. (9) The reactants are [C:1]([Si:5]([C:17]([CH3:20])([CH3:19])[CH3:18])([OH:16])[C:6]1[CH:11]=[CH:10][C:9]([CH2:12][C:13]([OH:15])=O)=[CH:8][CH:7]=1)([CH3:4])([CH3:3])[CH3:2].Cl.CN(C)CCCN=C=NCC.[CH2:33]([NH2:40])[C:34]1[CH:39]=[CH:38][CH:37]=[CH:36][CH:35]=1. The catalyst is ClCCl. The product is [CH2:33]([NH:40][C:13](=[O:15])[CH2:12][C:9]1[CH:10]=[CH:11][C:6]([Si:5]([C:1]([CH3:3])([CH3:4])[CH3:2])([C:17]([CH3:18])([CH3:19])[CH3:20])[OH:16])=[CH:7][CH:8]=1)[C:34]1[CH:39]=[CH:38][CH:37]=[CH:36][CH:35]=1. The yield is 0.760.